Dataset: Reaction yield outcomes from USPTO patents with 853,638 reactions. Task: Predict the reaction yield, written as a fraction of the theoretical maximum amount of product (1.0 means a 100% yield; for example, 0.34 means a 34% yield). (1) The reactants are [OH:1][C:2]1[CH:3]=[CH:4][C:5]2[N:9]=[C:8]([CH2:10][O:11][C:12]3[CH:13]=[C:14]([CH:19]=[CH:20][CH:21]=3)[C:15]([O:17][CH3:18])=[O:16])[N:7]([CH3:22])[C:6]=2[CH:23]=1.[Cl:24][C:25]1[C:26](F)=[N:27][CH:28]=[C:29]([Cl:31])[CH:30]=1.N1C2C(=CC=C3C=2N=CC=C3)C=CC=1.C(=O)([O-])[O-].[Cs+].[Cs+]. The catalyst is [Cu](I)I.CN(C=O)C. The product is [Cl:24][C:25]1[C:26]([O:1][C:2]2[CH:3]=[CH:4][C:5]3[N:9]=[C:8]([CH2:10][O:11][C:12]4[CH:13]=[C:14]([CH:19]=[CH:20][CH:21]=4)[C:15]([O:17][CH3:18])=[O:16])[N:7]([CH3:22])[C:6]=3[CH:23]=2)=[N:27][CH:28]=[C:29]([Cl:31])[CH:30]=1. The yield is 0.530. (2) The reactants are [Cl:1][C:2]1[CH:22]=[C:21]([Cl:23])[CH:20]=[CH:19][C:3]=1[CH2:4][N:5]1[C:9]([CH2:10][CH2:11][C:12]([OH:14])=O)=[CH:8][C:7]([O:15][CH:16]([CH3:18])[CH3:17])=[N:6]1.[CH3:24][CH:25]([S:27]([NH2:30])(=[O:29])=[O:28])[CH3:26].N12CCCN=C1CCCCC2. The catalyst is O1CCCC1. The product is [Cl:1][C:2]1[CH:22]=[C:21]([Cl:23])[CH:20]=[CH:19][C:3]=1[CH2:4][N:5]1[C:9]([CH2:10][CH2:11][C:12]([NH:30][S:27]([CH:25]([CH3:26])[CH3:24])(=[O:29])=[O:28])=[O:14])=[CH:8][C:7]([O:15][CH:16]([CH3:18])[CH3:17])=[N:6]1. The yield is 0.540. (3) The reactants are [Cl:1][C:2]1[CH:3]=[C:4]([NH:16][C:17]2[C:18]3[C:25]4[CH:26]=[CH:27][C:28]([CH2:30][C:31](O)=[O:32])=[CH:29][C:24]=4[S:23][C:19]=3[N:20]=[CH:21][N:22]=2)[CH:5]=[CH:6][C:7]=1[O:8][CH2:9][C:10]1[CH:15]=[CH:14][CH:13]=[CH:12][N:11]=1.C1C=CC2N(O)N=NC=2C=1.CCN=C=NCCCN(C)C.[NH:55]1[CH2:60][CH2:59][O:58][CH2:57][CH2:56]1. The catalyst is C(Cl)Cl. The product is [Cl:1][C:2]1[CH:3]=[C:4]([NH:16][C:17]2[C:18]3[C:25]4[CH:26]=[CH:27][C:28]([CH2:30][C:31]([N:55]5[CH2:60][CH2:59][O:58][CH2:57][CH2:56]5)=[O:32])=[CH:29][C:24]=4[S:23][C:19]=3[N:20]=[CH:21][N:22]=2)[CH:5]=[CH:6][C:7]=1[O:8][CH2:9][C:10]1[CH:15]=[CH:14][CH:13]=[CH:12][N:11]=1. The yield is 0.510. (4) The reactants are [NH2:1][C:2]1[S:6][C:5]2[CH2:7][CH2:8][CH2:9][CH2:10][C:4]=2[C:3]=1[C:11]#[N:12].[CH:13](O)=O.Cl.[OH2:17]. No catalyst specified. The product is [N:1]1[C:2]2[S:6][C:5]3[CH2:7][CH2:8][CH2:9][CH2:10][C:4]=3[C:3]=2[C:11](=[O:17])[NH:12][CH:13]=1. The yield is 0.770. (5) The reactants are [F:1][B-:2]([F:5])([F:4])[F:3].[C:6]1([C:12]2[CH:17]=[C:16]([C:18]3[CH:23]=[CH:22][CH:21]=[CH:20][CH:19]=3)[CH:15]=[C:14]([C:24]3[CH:29]=[CH:28][CH:27]=[CH:26][CH:25]=3)[O+]=2)[CH:11]=[CH:10][CH:9]=[CH:8][CH:7]=1.[O:30]([C:37]1[CH:43]=[CH:42][C:40]([NH2:41])=[CH:39][CH:38]=1)[C:31]1[CH:36]=[CH:35][CH:34]=[CH:33][CH:32]=1. The catalyst is C(O)C. The product is [F:1][B-:2]([F:5])([F:4])[F:3].[O:30]([C:37]1[CH:38]=[CH:39][C:40]([N+:41]2[C:14]([C:24]3[CH:29]=[CH:28][CH:27]=[CH:26][CH:25]=3)=[CH:15][C:16]([C:18]3[CH:19]=[CH:20][CH:21]=[CH:22][CH:23]=3)=[CH:17][C:12]=2[C:6]2[CH:11]=[CH:10][CH:9]=[CH:8][CH:7]=2)=[CH:42][CH:43]=1)[C:31]1[CH:32]=[CH:33][CH:34]=[CH:35][CH:36]=1. The yield is 0.950. (6) The reactants are [OH:1][C:2]([C:20]([F:23])([F:22])[F:21])([CH2:5][C:6]([C:9]1[CH:14]=[CH:13][CH:12]=[C:11]([CH:15]([CH3:17])[CH3:16])[C:10]=1[O:18][CH3:19])([CH3:8])[CH3:7])[CH:3]=O.[NH2:24][C:25]1[CH:33]=[CH:32][CH:31]=[C:30]2[C:26]=1[CH2:27][C:28](=[O:34])[NH:29]2. No catalyst specified. The product is [OH:1][C:2]([C:20]([F:21])([F:22])[F:23])([CH2:5][C:6]([C:9]1[CH:14]=[CH:13][CH:12]=[C:11]([CH:15]([CH3:16])[CH3:17])[C:10]=1[O:18][CH3:19])([CH3:8])[CH3:7])[CH:3]=[N:24][C:25]1[CH:33]=[CH:32][CH:31]=[C:30]2[C:26]=1[CH2:27][C:28](=[O:34])[NH:29]2. The yield is 0.922. (7) The reactants are [Cl:1][C:2]1[C:3]([CH3:39])=[N:4][O:5][C:6]=1[N:7]([CH2:33][O:34][CH2:35][CH2:36][O:37][CH3:38])[S:8]([C:11]1[C:19]2[C:14](=[N:15][CH:16]=[CH:17][CH:18]=2)[S:13][C:12]=1[CH:20]([OH:32])[CH2:21][CH2:22][C:23]1[CH:28]=[CH:27][C:26]2[O:29][CH2:30][O:31][C:25]=2[CH:24]=1)(=[O:10])=[O:9].C1C=C[NH+]=CC=1.[O-][Cr](Cl)(=O)=O. The catalyst is C(Cl)Cl. The product is [Cl:1][C:2]1[C:3]([CH3:39])=[N:4][O:5][C:6]=1[N:7]([CH2:33][O:34][CH2:35][CH2:36][O:37][CH3:38])[S:8]([C:11]1[C:19]2[C:14](=[N:15][CH:16]=[CH:17][CH:18]=2)[S:13][C:12]=1[C:20](=[O:32])[CH2:21][CH2:22][C:23]1[CH:28]=[CH:27][C:26]2[O:29][CH2:30][O:31][C:25]=2[CH:24]=1)(=[O:9])=[O:10]. The yield is 0.740. (8) The reactants are C([O:3][C:4](=[O:19])[CH2:5][CH2:6][CH2:7][C:8]1[CH:13]=[CH:12][C:11]([CH3:14])=[C:10]([N+:15]([O-:17])=[O:16])[C:9]=1[CH3:18])C.Cl. The catalyst is [OH-].[K+]. The product is [CH3:18][C:9]1[C:10]([N+:15]([O-:17])=[O:16])=[C:11]([CH3:14])[CH:12]=[CH:13][C:8]=1[CH2:7][CH2:6][CH2:5][C:4]([OH:19])=[O:3]. The yield is 0.800. (9) The reactants are [N+:1]([C:4]1[CH:5]=[C:6]([CH2:10][CH2:11][N:12]2[CH2:17][CH2:16][CH2:15][CH2:14][CH2:13]2)[CH:7]=[CH:8][CH:9]=1)([O-])=O.[H][H]. The catalyst is C(O)C.[Pd]. The product is [N:12]1([CH2:11][CH2:10][C:6]2[CH:5]=[C:4]([NH2:1])[CH:9]=[CH:8][CH:7]=2)[CH2:17][CH2:16][CH2:15][CH2:14][CH2:13]1. The yield is 0.600. (10) The reactants are [NH:1]1[CH2:4][CH:3]([C:5]2[NH:9][N:8]=[C:7]([NH:10][C:11]3[C:12](=[O:19])[N:13]([CH3:18])[CH:14]=[C:15]([Br:17])[CH:16]=3)[CH:6]=2)[CH2:2]1.[CH2:20]=O.[BH4-].[Na+].[OH-].[Na+]. The catalyst is CO.C(O)(=O)C. The product is [Br:17][C:15]1[CH:16]=[C:11]([NH:10][C:7]2[CH:6]=[C:5]([CH:3]3[CH2:4][N:1]([CH3:20])[CH2:2]3)[NH:9][N:8]=2)[C:12](=[O:19])[N:13]([CH3:18])[CH:14]=1. The yield is 0.500.